From a dataset of Catalyst prediction with 721,799 reactions and 888 catalyst types from USPTO. Predict which catalyst facilitates the given reaction. Reactant: C(OC(=O)[NH:7][C@H:8]([CH2:14][OH:15])[CH2:9][C:10]([CH3:13])([CH3:12])[CH3:11])(C)(C)C.[ClH:17]. The catalyst class is: 12. Product: [ClH:17].[NH2:7][C@@H:8]([CH2:9][C:10]([CH3:13])([CH3:12])[CH3:11])[CH2:14][OH:15].